Predict the reactants needed to synthesize the given product. From a dataset of Full USPTO retrosynthesis dataset with 1.9M reactions from patents (1976-2016). (1) Given the product [Cl:13][C:11]1[C:10]([CH2:14][C:15]([O:17][CH3:18])=[O:16])=[C:9]([N:19]([CH2:21][C:22]([NH:24][CH:25]2[CH2:29][CH2:28][CH2:27][CH2:26]2)=[O:23])[CH3:20])[N:8]=[C:7]([CH2:6][C:5]2[CH:30]=[CH:31][C:2]([NH:1][CH2:38][CH:32]3[CH2:37][CH2:36][CH2:35][CH2:34][CH2:33]3)=[CH:3][CH:4]=2)[N:12]=1, predict the reactants needed to synthesize it. The reactants are: [NH2:1][C:2]1[CH:31]=[CH:30][C:5]([CH2:6][C:7]2[N:12]=[C:11]([Cl:13])[C:10]([CH2:14][C:15]([O:17][CH3:18])=[O:16])=[C:9]([N:19]([CH2:21][C:22]([NH:24][CH:25]3[CH2:29][CH2:28][CH2:27][CH2:26]3)=[O:23])[CH3:20])[N:8]=2)=[CH:4][CH:3]=1.[CH:32]1([CH:38]=O)[CH2:37][CH2:36][CH2:35][CH2:34][CH2:33]1.C(O)(=O)C.C(O[BH-](OC(=O)C)OC(=O)C)(=O)C.[Na+].[OH-].[Na+]. (2) Given the product [Cl:27][C:13]1[CH:12]=[N:11][C:10]2=[N:15][C:14]=1[NH:16][CH2:17][CH2:18][CH2:19][C:20]1[CH:21]=[C:22]([O:26][CH2:2][C:3]3[CH:4]=[C:5]([NH:9]2)[CH:6]=[CH:7][CH:8]=3)[CH:23]=[CH:24][CH:25]=1, predict the reactants needed to synthesize it. The reactants are: Br[CH2:2][C:3]1[CH:4]=[C:5]([NH:9][C:10]2[N:15]=[C:14]([NH:16][CH2:17][CH2:18][CH2:19][C:20]3[CH:21]=[C:22]([OH:26])[CH:23]=[CH:24][CH:25]=3)[C:13]([Cl:27])=[CH:12][N:11]=2)[CH:6]=[CH:7][CH:8]=1.[OH-].[Na+].Cl. (3) Given the product [CH3:1][O:2][C:3]([C:5]1[N:6]=[CH:7][C:8]([N:11]2[CH2:16][CH2:15][N:14]([C:17]3[N:18]=[N:19][C:20]([CH2:35][C:36]4[CH:41]=[CH:40][CH:39]=[CH:38][N:37]=4)=[C:21]([CH3:24])[C:22]=3[CH3:23])[CH2:13][C@H:12]2[CH3:26])=[N:9][CH:10]=1)=[O:4], predict the reactants needed to synthesize it. The reactants are: [CH3:1][O:2][C:3]([C:5]1[N:6]=[CH:7][C:8]([N:11]2[CH2:16][CH2:15][N:14]([C:17]3[N:18]=[N:19][C:20](Cl)=[C:21]([CH3:24])[C:22]=3[CH3:23])[CH2:13][C@H:12]2[CH3:26])=[N:9][CH:10]=1)=[O:4].CC(C([CH2:35][C:36]1[CH:41]=[CH:40][CH:39]=[CH:38][N:37]=1)(O)C(C)C)C.C(=O)([O-])[O-].[Cs+].[Cs+].C1(P(C2CCCCC2)C2CCCCC2)CCCCC1. (4) Given the product [Cl:1][C:2]1[C:7](=[O:8])[N:6]([C:9]2[CH:10]=[C:11]([C:12]([N:14]3[CH2:36][CH2:35][C@@H:16]([OH:17])[CH2:15]3)=[O:13])[CH:19]=[CH:20][C:21]=2[CH3:22])[CH:5]=[N:4][C:3]=1[O:23][CH2:24][C:25]1[CH:30]=[CH:29][C:28]([F:31])=[CH:27][C:26]=1[F:32], predict the reactants needed to synthesize it. The reactants are: [Cl:1][C:2]1[C:7](=[O:8])[N:6]([C:9]2[CH:10]=[C:11]([CH:19]=[CH:20][C:21]=2[CH3:22])[C:12]([NH:14][CH2:15][C:16](N)=[O:17])=[O:13])[CH:5]=[N:4][C:3]=1[O:23][CH2:24][C:25]1[CH:30]=[CH:29][C:28]([F:31])=[CH:27][C:26]=1[F:32].Cl.N[CH2:35][C:36](N)=O. (5) Given the product [Br:10][C:11]1[CH:12]=[CH:13][C:14]([OH:20])=[C:15]([C:16]2[O:9][C:3]3[CH:4]=[CH:5][C:6]([CH3:8])=[CH:7][C:2]=3[N:1]=2)[CH:19]=1, predict the reactants needed to synthesize it. The reactants are: [NH2:1][C:2]1[CH:7]=[C:6]([CH3:8])[CH:5]=[CH:4][C:3]=1[OH:9].[Br:10][C:11]1[CH:12]=[CH:13][C:14]([OH:20])=[C:15]([CH:19]=1)[C:16](Cl)=O.